From a dataset of Reaction yield outcomes from USPTO patents with 853,638 reactions. Predict the reaction yield, written as a fraction of the theoretical maximum amount of product (1.0 means a 100% yield; for example, 0.34 means a 34% yield). (1) The reactants are [F:1][C:2]1[CH:3]=[C:4]([CH:13]([CH3:17])[C:14]([OH:16])=O)[CH:5]=[CH:6][C:7]=1[CH2:8][S:9]([CH3:12])(=[O:11])=[O:10].[C:18]([C:22]1[CH:26]=[C:25]([CH2:27][NH2:28])[N:24]([C:29]2[CH:34]=[CH:33][CH:32]=[C:31]([Cl:35])[CH:30]=2)[N:23]=1)([CH3:21])([CH3:20])[CH3:19].F[B-](F)(F)F.N1(OC(N(C)C)=[N+](C)C)C2C=CC=CC=2N=N1.ON1C2C=CC=CC=2N=N1.C(N(C(C)C)C(C)C)C. The catalyst is C1COCC1. The product is [C:18]([C:22]1[CH:26]=[C:25]([CH2:27][NH:28][C:14](=[O:16])[CH:13]([C:4]2[CH:5]=[CH:6][C:7]([CH2:8][S:9]([CH3:12])(=[O:10])=[O:11])=[C:2]([F:1])[CH:3]=2)[CH3:17])[N:24]([C:29]2[CH:34]=[CH:33][CH:32]=[C:31]([Cl:35])[CH:30]=2)[N:23]=1)([CH3:21])([CH3:19])[CH3:20]. The yield is 0.800. (2) The reactants are C([N:8]1[CH2:12][C@@H:11]([C:13]2[CH:18]=[CH:17][CH:16]=[CH:15][C:14]=2[C:19]([O:21][CH2:22][CH3:23])=[O:20])[C@H:10]([C:24]([O:26]CC2C=CC=CC=2)=[O:25])[CH2:9]1)C1C=CC=CC=1.[C:42](O[C:42]([O:44][C:45]([CH3:48])([CH3:47])[CH3:46])=[O:43])([O:44][C:45]([CH3:48])([CH3:47])[CH3:46])=[O:43].[H][H]. The catalyst is CO.[Pd]. The product is [C:45]([O:44][C:42]([N:8]1[CH2:12][C@@H:11]([C:13]2[CH:18]=[CH:17][CH:16]=[CH:15][C:14]=2[C:19]([O:21][CH2:22][CH3:23])=[O:20])[C@H:10]([C:24]([OH:26])=[O:25])[CH2:9]1)=[O:43])([CH3:46])([CH3:47])[CH3:48]. The yield is 0.900. (3) The reactants are [O:1]1[CH2:6][CH2:5][O:4][C:3]2[CH:7]=[C:8]([C:11](=[O:13])[CH3:12])[CH:9]=[CH:10][C:2]1=2.Cl.[CH3:15][NH:16][CH3:17].[CH2:18]=O. The catalyst is Cl.C(O)C. The product is [O:1]1[CH2:6][CH2:5][O:4][C:3]2[CH:7]=[C:8]([C:11](=[O:13])[CH2:12][CH2:15][N:16]([CH3:18])[CH3:17])[CH:9]=[CH:10][C:2]1=2. The yield is 0.820. (4) The reactants are [CH:1]([NH:4][CH:5]([CH3:7])C)([CH3:3])C.N#N.[Li]CCCC.FC1[C:21]([I:22])=CC=CN=1.[CH:23](OCC)=[O:24].[CH3:28][O-:29].[Na+]. The catalyst is C1COCC1.CO. The product is [I:22][C:21]1[C:3]([CH:23]=[O:24])=[C:1]([O:29][CH3:28])[N:4]=[CH:5][CH:7]=1. The yield is 0.640. (5) The reactants are [Cl:1][C:2]1[CH:7]=[CH:6][CH:5]=[C:4](F)[C:3]=1[C:9](=[O:17])[C:10](=[N:15][NH2:16])[C:11]([O:13][CH3:14])=[O:12]. The catalyst is COCCOCCOCCOC. The product is [Cl:1][C:2]1[CH:7]=[CH:6][CH:5]=[C:4]2[C:3]=1[C:9](=[O:17])[C:10]([C:11]([O:13][CH3:14])=[O:12])=[N:15][NH:16]2. The yield is 0.660. (6) The reactants are [OH:1][C:2]1[CH:10]=[CH:9][C:8]2[NH:7][C:6]3[CH:11]([CH2:14][C:15]([O:17][CH2:18][CH3:19])=[O:16])[CH2:12][CH2:13][C:5]=3[C:4]=2[CH:3]=1.C(=O)([O-])[O-].[Cs+].[Cs+].Cl[CH2:27][C:28]1[CH:33]=[CH:32][C:31]([CH:34]2[CH2:38][CH2:37][CH2:36][CH2:35]2)=[C:30]([C:39]([F:42])([F:41])[F:40])[CH:29]=1. The catalyst is C(#N)C. The product is [CH:34]1([C:31]2[CH:32]=[CH:33][C:28]([CH2:27][O:1][C:2]3[CH:10]=[CH:9][C:8]4[NH:7][C:6]5[CH:11]([CH2:14][C:15]([O:17][CH2:18][CH3:19])=[O:16])[CH2:12][CH2:13][C:5]=5[C:4]=4[CH:3]=3)=[CH:29][C:30]=2[C:39]([F:40])([F:41])[F:42])[CH2:35][CH2:36][CH2:37][CH2:38]1. The yield is 0.810.